From a dataset of Forward reaction prediction with 1.9M reactions from USPTO patents (1976-2016). Predict the product of the given reaction. (1) Given the reactants [ClH:1].[NH2:2][C:3]1[CH:4]=[C:5]([CH2:23][NH:24]C(=O)OC(C)(C)C)[C:6]([S:9](=[O:22])(=[O:21])[NH:10][C:11]2[CH:12]=[CH:13][C:14]3[CH2:18][O:17][B:16]([OH:19])[C:15]=3[CH:20]=2)=[N:7][CH:8]=1, predict the reaction product. The product is: [ClH:1].[NH2:2][C:3]1[CH:4]=[C:5]([CH2:23][NH2:24])[C:6]([S:9]([NH:10][C:11]2[CH:12]=[CH:13][C:14]3[CH2:18][O:17][B:16]([OH:19])[C:15]=3[CH:20]=2)(=[O:21])=[O:22])=[N:7][CH:8]=1. (2) Given the reactants BrC1C=NC=C(Cl)C=1COC1CCCCO1.C(OC=O)C.[Cl:22][C:23]1[C:24]([CH2:34][O:35][CH:36]2[CH2:41][CH2:40][CH2:39][CH2:38][O:37]2)=[C:25]([C:29](=[O:33])COC)[CH:26]=[N:27][CH:28]=1, predict the reaction product. The product is: [Cl:22][C:23]1[C:24]([CH2:34][O:35][CH:36]2[CH2:41][CH2:40][CH2:39][CH2:38][O:37]2)=[C:25]([CH:29]=[O:33])[CH:26]=[N:27][CH:28]=1. (3) The product is: [CH3:23][O:24][CH2:25][CH2:26][N:27]([CH2:54][C:53]1[N:48]2[CH:49]=[CH:50][CH:51]=[CH:52][C:47]2=[N:46][C:45]=1[CH2:44][N:33]([CH3:32])[C@@H:34]1[C:43]2[N:42]=[CH:41][CH:40]=[CH:39][C:38]=2[CH2:37][CH2:36][CH2:35]1)[CH2:28][CH2:29][O:30][CH3:31]. Given the reactants N1C(CN(C)[C@@H]2C3N=CC=CC=3CCC2)=CN2C=CC=CC=12.[CH3:23][O:24][CH2:25][CH2:26][NH:27][CH2:28][CH2:29][O:30][CH3:31].[CH3:32][N:33]([CH2:44][C:45]1[N:46]=[C:47]2[CH:52]=[CH:51][CH:50]=[CH:49][N:48]2[C:53]=1[CH2:54]N1CCOCC1)[C@@H:34]1[C:43]2[N:42]=[CH:41][CH:40]=[CH:39][C:38]=2[CH2:37][CH2:36][CH2:35]1, predict the reaction product. (4) Given the reactants [NH2:1][C:2]1[C:3]2[C:10]([C:11]3[CH:16]=[CH:15][C:14]([O:17][C:18]4[CH:23]=[CH:22][CH:21]=[CH:20][CH:19]=4)=[CH:13][CH:12]=3)=[CH:9][NH:8][C:4]=2[N:5]=[CH:6][N:7]=1.[H-].[Na+].Br[CH:27]1[CH2:32][CH2:31][O:30][C:28]1=[O:29], predict the reaction product. The product is: [NH2:1][C:2]1[C:3]2[C:10]([C:11]3[CH:12]=[CH:13][C:14]([O:17][C:18]4[CH:23]=[CH:22][CH:21]=[CH:20][CH:19]=4)=[CH:15][CH:16]=3)=[CH:9][N:8]([CH:27]3[CH2:32][CH2:31][O:30][C:28]3=[O:29])[C:4]=2[N:5]=[CH:6][N:7]=1. (5) Given the reactants [ClH:1].Cl.N[C@H:4]1[CH2:9][CH2:8][C@H:7]([CH2:10][CH2:11][N:12]2[CH2:16][C@H:15]3[C:17]4[CH:18]=[C:19]([C:25]#[N:26])[CH:20]=[CH:21][C:22]=4[O:23][CH2:24][C@@H:14]3[CH2:13]2)[CH2:6][CH2:5]1.[C:27]([BH3-])#[N:28].[Na+].C=O.[C:33](=O)([O-])[O-].[K+].[K+].Cl, predict the reaction product. The product is: [ClH:1].[ClH:1].[CH3:33][N:28]([CH3:27])[C@H:4]1[CH2:9][CH2:8][C@H:7]([CH2:10][CH2:11][N:12]2[CH2:16][C@H:15]3[C:17]4[CH:18]=[C:19]([C:25]#[N:26])[CH:20]=[CH:21][C:22]=4[O:23][CH2:24][C@@H:14]3[CH2:13]2)[CH2:6][CH2:5]1. (6) Given the reactants [F:1][C:2]1[CH:7]=[CH:6][C:5]([C:8]2[CH:16]=[CH:15][CH:14]=[C:13]3[C:9]=2[CH:10]=[CH:11][NH:12]3)=[CH:4][CH:3]=1.[Br-].[Br-].[Br-].[NH+]1C=CC=CC=1.[NH+]1C=CC=CC=1.[NH+]1C=CC=CC=1.C(O)(=[O:40])C, predict the reaction product. The product is: [F:1][C:2]1[CH:3]=[CH:4][C:5]([C:8]2[CH:16]=[CH:15][CH:14]=[C:13]3[C:9]=2[CH2:10][C:11](=[O:40])[NH:12]3)=[CH:6][CH:7]=1.